From a dataset of Orexin1 receptor HTS with 218,158 compounds and 233 confirmed actives. Binary Classification. Given a drug SMILES string, predict its activity (active/inactive) in a high-throughput screening assay against a specified biological target. (1) The molecule is Br\C(=C/c1ccccc1)/C=N\NC(=O)c1n[nH]c(c2oc(cc2)C)c1. The result is 1 (active). (2) The drug is S(CC(=O)Nc1c(cccc1)C(OCC)=O)c1n(ccn1)C. The result is 0 (inactive).